From a dataset of Reaction yield outcomes from USPTO patents with 853,638 reactions. Predict the reaction yield, written as a fraction of the theoretical maximum amount of product (1.0 means a 100% yield; for example, 0.34 means a 34% yield). (1) The reactants are C[Si](C)(C)[N-][Si](C)(C)C.[Li+].[F:11][C:12]1[CH:18]=[C:17]([I:19])[CH:16]=[CH:15][C:13]=1[NH2:14].F[C:21]1[C:26]([F:27])=[C:25]([F:28])[CH:24]=[C:23]([F:29])[C:22]=1[N+:30]([O-:32])=[O:31].C(OCC)(=O)C. The catalyst is C1COCC1. The product is [F:11][C:12]1[CH:18]=[C:17]([I:19])[CH:16]=[CH:15][C:13]=1[NH:14][C:21]1[C:22]([N+:30]([O-:32])=[O:31])=[C:23]([F:29])[CH:24]=[C:25]([F:28])[C:26]=1[F:27]. The yield is 0.592. (2) The reactants are [C:1]([N:5]1[C:9](=[O:10])[CH:8]=[C:7]([C:11]2[CH:16]=[CH:15][C:14]([CH3:17])=[CH:13][C:12]=2[F:18])[S:6]1(=[O:20])=[O:19])([CH3:4])([CH3:3])[CH3:2].[H][H]. The catalyst is C(O)C.[Pd]. The product is [C:1]([N:5]1[C:9](=[O:10])[CH2:8][CH:7]([C:11]2[CH:16]=[CH:15][C:14]([CH3:17])=[CH:13][C:12]=2[F:18])[S:6]1(=[O:19])=[O:20])([CH3:4])([CH3:2])[CH3:3]. The yield is 0.790. (3) The catalyst is C(Cl)Cl. The reactants are [C:1]([C:3]1[CH:8]=[CH:7][C:6]([NH:9][C:10]2[N:11]=[C:12]([O:20][C:21]3[C:28]([CH3:29])=[CH:27][C:24]([C:25]#[N:26])=[CH:23][C:22]=3[CH3:30])[C:13]3[N:18]([CH3:19])[CH:17]=[CH:16][C:14]=3[N:15]=2)=[CH:5][CH:4]=1)#[N:2].C1C(=O)N([Br:38])C(=O)C1. The yield is 0.570. The product is [Br:38][C:16]1[C:14]2[N:15]=[C:10]([NH:9][C:6]3[CH:7]=[CH:8][C:3]([C:1]#[N:2])=[CH:4][CH:5]=3)[N:11]=[C:12]([O:20][C:21]3[C:22]([CH3:30])=[CH:23][C:24]([C:25]#[N:26])=[CH:27][C:28]=3[CH3:29])[C:13]=2[N:18]([CH3:19])[CH:17]=1. (4) The reactants are [CH:1]1([C:6]([C:8]2[O:9][C:10]3[C:17]([F:18])=[CH:16][C:15]([F:19])=[CH:14][C:11]=3[C:12]=2[CH3:13])=[O:7])[CH2:5][CH2:4][CH2:3][CH2:2]1.[BH4-].[Na+].O. The catalyst is CO.O1CCCC1. The product is [CH:1]1([CH:6]([C:8]2[O:9][C:10]3[C:17]([F:18])=[CH:16][C:15]([F:19])=[CH:14][C:11]=3[C:12]=2[CH3:13])[OH:7])[CH2:5][CH2:4][CH2:3][CH2:2]1. The yield is 1.00. (5) The reactants are [CH:1]([C:3]1[CH:4]=[C:5]([CH:9]([CH2:26][CH:27]([CH3:29])[CH3:28])[C:10]([NH:12][C:13]2[CH:18]=[CH:17][C:16]([C:19]3[CH:24]=[CH:23][N:22]=[C:21]([CH3:25])[CH:20]=3)=[CH:15][CH:14]=2)=[O:11])[CH:6]=[CH:7][CH:8]=1)=O.[NH:30]1[CH2:35][CH2:34][O:33][CH2:32][CH2:31]1.CO.[BH4-].[Na+]. The catalyst is ClC(Cl)C.CC([O-])C.[Ti+4].CC([O-])C.CC([O-])C.CC([O-])C.CCOC(C)=O.CO.CCOC(C)=O. The product is [CH3:28][CH:27]([CH3:29])[CH2:26][CH:9]([C:5]1[CH:6]=[CH:7][CH:8]=[C:3]([CH2:1][N:30]2[CH2:35][CH2:34][O:33][CH2:32][CH2:31]2)[CH:4]=1)[C:10]([NH:12][C:13]1[CH:14]=[CH:15][C:16]([C:19]2[CH:24]=[CH:23][N:22]=[C:21]([CH3:25])[CH:20]=2)=[CH:17][CH:18]=1)=[O:11]. The yield is 0.660.